From a dataset of Forward reaction prediction with 1.9M reactions from USPTO patents (1976-2016). Predict the product of the given reaction. Given the reactants [Br:1][C:2]1[C:10]2[C:5](=[N:6][CH:7]=[C:8]3[C:13](=[O:14])[N:12]([CH2:15][CH2:16][C:17]4[CH:22]=[CH:21][CH:20]=[CH:19][CH:18]=4)[C:11](=[O:23])[C:9]3=2)[NH:4][N:3]=1.C(=O)([O-])[O-].[Cs+].[Cs+].[I-].[Na+].[CH3:32][O:33][C:34]1[CH:41]=[CH:40][C:37]([CH2:38]Cl)=[CH:36][CH:35]=1, predict the reaction product. The product is: [Br:1][C:2]1[C:10]2[C:5](=[N:6][CH:7]=[C:8]3[C:13](=[O:14])[N:12]([CH2:15][CH2:16][C:17]4[CH:18]=[CH:19][CH:20]=[CH:21][CH:22]=4)[C:11](=[O:23])[C:9]3=2)[N:4]([CH2:38][C:37]2[CH:40]=[CH:41][C:34]([O:33][CH3:32])=[CH:35][CH:36]=2)[N:3]=1.